Dataset: Full USPTO retrosynthesis dataset with 1.9M reactions from patents (1976-2016). Task: Predict the reactants needed to synthesize the given product. Given the product [F:1][C:2]1[CH:7]=[CH:6][C:5]([F:8])=[CH:4][C:3]=1[CH:9]([S:20]([C:23]1[CH:28]=[CH:27][C:26]([F:29])=[CH:25][CH:24]=1)(=[O:22])=[O:21])[C:10]1[C:11]([CH3:19])=[CH:12][C:31]([C:32]([NH:47][CH2:45][CH2:46][OH:34])=[O:33])=[N:30][CH:15]=1, predict the reactants needed to synthesize it. The reactants are: [F:1][C:2]1[CH:7]=[CH:6][C:5]([F:8])=[CH:4][C:3]=1[CH:9]([S:20]([C:23]1[CH:28]=[CH:27][C:26]([F:29])=[CH:25][CH:24]=1)(=[O:22])=[O:21])[C:10]1[C:11]([CH3:19])=[CH:12]C(C(O)=O)=N[CH:15]=1.[NH2:30][CH2:31][CH2:32][OH:33].[OH:34]N1C2C=CC=CC=2N=N1.Cl.[CH2:45]([N:47]=C=NCCCN(C)C)[CH3:46].